From a dataset of Reaction yield outcomes from USPTO patents with 853,638 reactions. Predict the reaction yield, written as a fraction of the theoretical maximum amount of product (1.0 means a 100% yield; for example, 0.34 means a 34% yield). (1) The reactants are [NH2:1][C:2]1[N:10]=[CH:9][C:8]([Br:11])=[CH:7][C:3]=1[C:4](O)=[O:5].[CH3:12][NH:13][O:14][CH3:15].C1CN([P+](ON2N=NC3C=CC=CC2=3)(N2CCCC2)N2CCCC2)CC1.F[P-](F)(F)(F)(F)F. The catalyst is CN1CCOCC1.ClCCl. The product is [NH2:1][C:2]1[N:10]=[CH:9][C:8]([Br:11])=[CH:7][C:3]=1[C:4]([N:13]([O:14][CH3:15])[CH3:12])=[O:5]. The yield is 0.630. (2) The reactants are [CH3:1][O:2][C:3]1[CH:8]=[C:7]([C:9]2[CH2:10][CH2:11][N:12]([CH3:15])[CH2:13][CH:14]=2)[C:6]([N+:16]([O-])=O)=[CH:5][C:4]=1[NH:19][C:20]1[N:25]=[C:24]([C:26]2[CH:27]=[N:28][N:29]3[CH:34]=[CH:33][CH:32]=[CH:31][C:30]=23)[CH:23]=[CH:22][N:21]=1.[NH4+].[Cl-]. The catalyst is [Fe].O. The product is [CH3:1][O:2][C:3]1[CH:8]=[C:7]([C:9]2[CH2:10][CH2:11][N:12]([CH3:15])[CH2:13][CH:14]=2)[C:6]([NH2:16])=[CH:5][C:4]=1[NH:19][C:20]1[N:25]=[C:24]([C:26]2[CH:27]=[N:28][N:29]3[CH:34]=[CH:33][CH:32]=[CH:31][C:30]=23)[CH:23]=[CH:22][N:21]=1. The yield is 0.690.